From a dataset of Reaction yield outcomes from USPTO patents with 853,638 reactions. Predict the reaction yield, written as a fraction of the theoretical maximum amount of product (1.0 means a 100% yield; for example, 0.34 means a 34% yield). (1) The reactants are [C:1]1([C:14]2[CH:19]=[CH:18][CH:17]=[CH:16][CH:15]=2)[CH:6]=[CH:5][C:4]([NH:7][C:8](=[O:13])[CH2:9][C:10]([OH:12])=O)=[CH:3][CH:2]=1.CCN(C(C)C)C(C)C.C1C=CC2N(O)N=NC=2C=1.CCN=C=NCCCN(C)C.Cl.Cl.Cl.[Br:53][C:54]1[CH:59]=[CH:58][CH:57]=[CH:56][C:55]=1[NH:60][CH:61]1[CH2:66][CH2:65][NH:64][CH2:63][CH2:62]1. The catalyst is CN(C=O)C.O. The product is [C:1]1([C:14]2[CH:19]=[CH:18][CH:17]=[CH:16][CH:15]=2)[CH:2]=[CH:3][C:4]([NH:7][C:8](=[O:13])[CH2:9][C:10]([N:64]2[CH2:63][CH2:62][CH:61]([NH:60][C:55]3[CH:56]=[CH:57][CH:58]=[CH:59][C:54]=3[Br:53])[CH2:66][CH2:65]2)=[O:12])=[CH:5][CH:6]=1. The yield is 0.170. (2) The reactants are Br[CH:2]([C:7]1[CH:12]=[C:11]([Cl:13])[CH:10]=[C:9]([Cl:14])[CH:8]=1)[C:3]([F:6])([F:5])[F:4].[CH:15]([C:17]1[CH:22]=[CH:21][C:20]([N:23]2[CH:27]=[N:26][CH:25]=[N:24]2)=[CH:19][CH:18]=1)=[CH2:16].N1C=CC=CC=1C1C=CC=CN=1. The catalyst is ClC1C=CC=CC=1Cl.Cl[Cu]. The product is [Cl:14][C:9]1[CH:8]=[C:7]([CH:2]([C:3]([F:6])([F:5])[F:4])/[CH:16]=[CH:15]/[C:17]2[CH:18]=[CH:19][C:20]([N:23]3[CH:27]=[N:26][CH:25]=[N:24]3)=[CH:21][CH:22]=2)[CH:12]=[C:11]([Cl:13])[CH:10]=1. The yield is 0.320. (3) The product is [NH2:16][C:17]1[N:25]=[C:24]([CH2:26][O:27][CH3:28])[CH:23]=[CH:22][C:18]=1[C:19]([NH:8][CH2:7][C:5]1[S:6][C:2]([Br:1])=[CH:3][CH:4]=1)=[O:20]. The yield is 0.790. The reactants are [Br:1][C:2]1[S:6][C:5]([CH2:7][NH2:8])=[CH:4][CH:3]=1.C(N(CC)CC)C.[NH2:16][C:17]1[N:25]=[C:24]([CH2:26][O:27][CH3:28])[CH:23]=[CH:22][C:18]=1[C:19](O)=[O:20].F[P-](F)(F)(F)(F)F.N1(O[P+](N(C)C)(N(C)C)N(C)C)C2C=CC=CC=2N=N1. The catalyst is CN(C)C=O. (4) The reactants are [CH:1]([NH:4][S:5]([C:8]1[CH:9]=[C:10]([C:14]2[C:23]([CH3:25])([CH3:24])[CH2:22][C:21]3[C:16](=[CH:17][CH:18]=[C:19]([C:26]([O:28][CH3:29])=[O:27])[CH:20]=3)[N:15]=2)[CH:11]=[CH:12][CH:13]=1)(=[O:7])=[O:6])([CH3:3])[CH3:2]. The catalyst is CO.[Pd]. The product is [CH:1]([NH:4][S:5]([C:8]1[CH:9]=[C:10]([CH:14]2[C:23]([CH3:25])([CH3:24])[CH2:22][C:21]3[C:16](=[CH:17][CH:18]=[C:19]([C:26]([O:28][CH3:29])=[O:27])[CH:20]=3)[NH:15]2)[CH:11]=[CH:12][CH:13]=1)(=[O:7])=[O:6])([CH3:3])[CH3:2]. The yield is 0.280. (5) The reactants are [CH3:1][NH:2][C:3]([C:5]1[CH:15]=[CH:14][CH:13]=[CH:12][C:6]=1[O:7][CH2:8][C:9](O)=O)=[O:4].[C:16]1([NH:22][C:23](=[S:26])[NH:24][NH2:25])[CH:21]=[CH:20][CH:19]=[CH:18][CH:17]=1. No catalyst specified. The product is [CH3:1][NH:2][C:3]([C:5]1[CH:15]=[CH:14][CH:13]=[CH:12][C:6]=1[O:7][CH2:8][C:9]1[N:22]([C:16]2[CH:17]=[CH:18][CH:19]=[CH:20][CH:21]=2)[C:23](=[S:26])[NH:24][N:25]=1)=[O:4]. The yield is 0.0800. (6) The reactants are [OH:1][C:2]1[CH:7]=[CH:6][C:5]([C:8]2[C:16]3[C:11](=[CH:12][CH:13]=[C:14]([C:17]([NH2:19])=O)[CH:15]=3)[NH:10][N:9]=2)=[CH:4][CH:3]=1.COC(OC)[N:23]([CH3:25])C.C(O)(=O)C.[NH2:32]N. The catalyst is O. The product is [NH:19]1[C:17]([C:14]2[CH:15]=[C:16]3[C:11](=[CH:12][CH:13]=2)[NH:10][N:9]=[C:8]3[C:5]2[CH:6]=[CH:7][C:2]([OH:1])=[CH:3][CH:4]=2)=[N:23][CH:25]=[N:32]1. The yield is 0.0970. (7) The reactants are [OH:1][C:2]1[N:3]=[CH:4][C:5]2[C:10]([CH:11]=1)=[CH:9][CH:8]=[CH:7][CH:6]=2.[I-].C[N+]1C=CN([C:19](=[O:28])[N:20]([CH3:27])[C:21]2[CH:26]=[CH:25][CH:24]=[CH:23][CH:22]=2)C=1.C(N(CC)CC)C. The catalyst is C(#N)C. The product is [CH:4]1[C:5]2[C:10](=[CH:9][CH:8]=[CH:7][CH:6]=2)[CH:11]=[C:2]([O:1][C:19](=[O:28])[N:20]([CH3:27])[C:21]2[CH:26]=[CH:25][CH:24]=[CH:23][CH:22]=2)[N:3]=1. The yield is 0.990. (8) The reactants are [C:1]([C:4]1[CH:11]=[CH:10][C:7]([CH:8]=O)=[CH:6][CH:5]=1)(=[O:3])[CH3:2].[NH2:12][C:13]1[N:14]=[N:15][C:16]([CH3:19])=[CH:17][CH:18]=1.C(O[C:23](=[O:38])[C:24]([OH:37])=[CH:25][C:26]([C:28]1[CH:33]=[CH:32][C:31]([CH:34]([CH3:36])[CH3:35])=[CH:30][CH:29]=1)=[O:27])C. No catalyst specified. The product is [C:1]([C:4]1[CH:11]=[CH:10][C:7]([CH:8]2[N:12]([C:13]3[N:14]=[N:15][C:16]([CH3:19])=[CH:17][CH:18]=3)[C:23](=[O:38])[C:24]([OH:37])=[C:25]2[C:26](=[O:27])[C:28]2[CH:29]=[CH:30][C:31]([CH:34]([CH3:35])[CH3:36])=[CH:32][CH:33]=2)=[CH:6][CH:5]=1)(=[O:3])[CH3:2]. The yield is 0.210. (9) The reactants are C(N(CC)CC)C.[Cl:8][C:9]1[C:10](=[O:21])[C:11]2[CH:12]=[CH:13][CH:14]=[N:15][C:16]=2[C:17](=[O:20])[C:18]=1Cl.[NH:22]1[CH2:27][CH2:26][CH2:25][CH2:24][CH2:23]1. The catalyst is C1C=CC=CC=1. The product is [Cl:8][C:9]1[C:10](=[O:21])[C:11]2[CH:12]=[CH:13][CH:14]=[N:15][C:16]=2[C:17](=[O:20])[C:18]=1[N:22]1[CH2:27][CH2:26][CH2:25][CH2:24][CH2:23]1. The yield is 0.400.